From a dataset of Peptide-MHC class II binding affinity with 134,281 pairs from IEDB. Regression. Given a peptide amino acid sequence and an MHC pseudo amino acid sequence, predict their binding affinity value. This is MHC class II binding data. (1) The peptide sequence is MERRFTSHLPVAQRG. The MHC is DRB1_1101 with pseudo-sequence DRB1_1101. The binding affinity (normalized) is 0.714. (2) The MHC is DRB1_1301 with pseudo-sequence DRB1_1301. The binding affinity (normalized) is 0.391. The peptide sequence is DKCVTVMAPDKPSLD.